Dataset: Forward reaction prediction with 1.9M reactions from USPTO patents (1976-2016). Task: Predict the product of the given reaction. (1) Given the reactants [NH2:1][CH2:2][C:3]1[CH:11]=[CH:10][C:6]([C:7]([OH:9])=[O:8])=[CH:5][CH:4]=1.[OH-].[Na+].[C:14]([O:18][C:19](O[C:19]([O:18][C:14]([CH3:17])([CH3:16])[CH3:15])=[O:20])=[O:20])([CH3:17])([CH3:16])[CH3:15], predict the reaction product. The product is: [C:14]([O:18][C:19]([NH:1][CH2:2][C:3]1[CH:4]=[CH:5][C:6]([C:7]([OH:9])=[O:8])=[CH:10][CH:11]=1)=[O:20])([CH3:17])([CH3:16])[CH3:15]. (2) Given the reactants CC1=C[CH2:4][CH2:5][C:6]([C@@H:8]2[C@@H:11]([CH2:12][CH2:13]1)[C:10]([CH3:15])([CH3:14])C2)=C.CC(C)=CCCC(C=C)=C, predict the reaction product. The product is: [CH3:4][C:5]1[CH2:6][CH2:8][C@@H:11]([C:10]([CH3:14])=[CH2:15])[CH2:12][CH:13]=1. (3) Given the reactants [NH2:1][C:2]1[C:3]([CH3:20])=[C:4]([C:8]2[CH:13]=[N:12][C:11]([C:14]([NH2:16])=[O:15])=[C:10]3[NH:17][CH:18]=[CH:19][C:9]=23)[CH:5]=[CH:6][CH:7]=1.[C:21](Cl)(=[O:24])[CH:22]=[CH2:23], predict the reaction product. The product is: [C:21]([NH:1][C:2]1[C:3]([CH3:20])=[C:4]([C:8]2[CH:13]=[N:12][C:11]([C:14]([NH2:16])=[O:15])=[C:10]3[NH:17][CH:18]=[CH:19][C:9]=23)[CH:5]=[CH:6][CH:7]=1)(=[O:24])[CH:22]=[CH2:23].